From a dataset of Full USPTO retrosynthesis dataset with 1.9M reactions from patents (1976-2016). Predict the reactants needed to synthesize the given product. (1) Given the product [OH:22][C:18]1([C:32]2[CH:37]=[CH:36][CH:35]=[CH:34][CH:33]=2)[C:19]2[C:15](=[CH:14][C:13]([O:12][CH3:11])=[CH:21][CH:20]=2)[C:16](=[O:31])[CH:17]1[C:23]1[CH:28]=[CH:27][C:26]([O:29][CH3:30])=[CH:25][CH:24]=1.[OH:31][C:16]1([C:32]2[CH:37]=[CH:36][CH:35]=[CH:34][CH:33]=2)[C:15]2[C:19](=[CH:20][CH:21]=[C:13]([O:12][CH3:11])[CH:14]=2)[C:18](=[O:22])[CH:17]1[C:23]1[CH:28]=[CH:27][C:26]([O:29][CH3:30])=[CH:25][CH:24]=1, predict the reactants needed to synthesize it. The reactants are: C[Si]([N-][Si](C)(C)C)(C)C.[Na+].[CH3:11][O:12][C:13]1[CH:14]=[C:15]2[C:19](=[CH:20][CH:21]=1)[C:18](=[O:22])[CH:17]([C:23]1[CH:28]=[CH:27][C:26]([O:29][CH3:30])=[CH:25][CH:24]=1)[C:16]2=[O:31].[C:32]1([Li])[CH:37]=[CH:36][CH:35]=[CH:34][CH:33]=1. (2) Given the product [CH2:1]([NH:8][C:9]([C:11]1[N:16]=[C:15]2[C:17]([C:26]3[CH:27]=[CH:28][C:23]([Cl:22])=[CH:24][CH:25]=3)=[CH:18][N:19]=[CH:20][C:14]2=[N:13][CH:12]=1)=[O:10])[C:2]1[CH:7]=[CH:6][CH:5]=[CH:4][CH:3]=1, predict the reactants needed to synthesize it. The reactants are: [CH2:1]([NH:8][C:9]([C:11]1[N:16]=[C:15]2[C:17](Br)=[CH:18][N:19]=[CH:20][C:14]2=[N:13][CH:12]=1)=[O:10])[C:2]1[CH:7]=[CH:6][CH:5]=[CH:4][CH:3]=1.[Cl:22][C:23]1[CH:28]=[CH:27][C:26](B(O)O)=[CH:25][CH:24]=1.C(=O)([O-])[O-].[Cs+].[Cs+].O1CCOCC1. (3) Given the product [F:30][C:31]([F:42])([F:41])[C:32]([NH:28][CH2:27][CH2:26][O:25][C:9]1[N:10]=[C:11]([N:12]2[CH2:17][CH2:16][N:15]3[C:18]([C:21]([F:22])([F:24])[F:23])=[N:19][N:20]=[C:14]3[CH2:13]2)[C:6]2[CH:5]=[C:4]([CH2:1][CH2:2][CH3:3])[S:29][C:7]=2[N:8]=1)=[O:33], predict the reactants needed to synthesize it. The reactants are: [CH2:1]([C:4]1[S:29][C:7]2[N:8]=[C:9]([O:25][CH2:26][CH2:27][NH2:28])[N:10]=[C:11]([N:12]3[CH2:17][CH2:16][N:15]4[C:18]([C:21]([F:24])([F:23])[F:22])=[N:19][N:20]=[C:14]4[CH2:13]3)[C:6]=2[CH:5]=1)[CH2:2][CH3:3].[F:30][C:31]([F:42])([F:41])[C:32](O[C:32](=[O:33])[C:31]([F:42])([F:41])[F:30])=[O:33]. (4) Given the product [F:19][C:18]([F:21])([F:20])[C:15]1[CH:16]=[CH:17][C:12]([C:6]2[O:7][CH:8]=[CH:9][CH:10]=2)=[CH:13][CH:14]=1, predict the reactants needed to synthesize it. The reactants are: C([SnH2][C:6]1[O:7][CH:8]=[CH:9][CH:10]=1)CCC.Br[C:12]1[CH:17]=[CH:16][C:15]([C:18]([F:21])([F:20])[F:19])=[CH:14][CH:13]=1. (5) The reactants are: [Cl:1][C:2]1[CH:3]=[C:4]([CH2:8][CH2:9][N:10]([CH2:18][CH2:19][CH2:20][S:21][CH2:22][CH2:23][NH:24][CH2:25][C@H:26]([OH:38])[C:27]2[C:35]3[S:34][C:33](=[O:36])[NH:32][C:31]=3[C:30]([OH:37])=[CH:29][CH:28]=2)C(=O)OC(C)(C)C)[CH:5]=[CH:6][CH:7]=1.[ClH:39]. Given the product [ClH:1].[ClH:39].[Cl:1][C:2]1[CH:3]=[C:4]([CH2:8][CH2:9][NH:10][CH2:18][CH2:19][CH2:20][S:21][CH2:22][CH2:23][NH:24][CH2:25][C@@H:26]([C:27]2[C:35]3[S:34][C:33](=[O:36])[NH:32][C:31]=3[C:30]([OH:37])=[CH:29][CH:28]=2)[OH:38])[CH:5]=[CH:6][CH:7]=1, predict the reactants needed to synthesize it. (6) The reactants are: [N:1]1[C:5]2[CH:6]=[CH:7][CH:8]=[CH:9][C:4]=2[NH:3][CH:2]=1.Br[CH2:11][C:12]#[N:13]. Given the product [N:1]1([CH2:11][C:12]#[N:13])[C:5]2[CH:6]=[CH:7][CH:8]=[CH:9][C:4]=2[N:3]=[CH:2]1, predict the reactants needed to synthesize it. (7) The reactants are: C([C:3]1[CH:7]=[C:6]2[C:8]([C:45]3[CH:50]=[CH:49][CH:48]=[CH:47][CH:46]=3)=[C:9]3[N:13]=[C:12]([C:14]([C:39]4[CH:44]=[CH:43][CH:42]=[CH:41][CH:40]=4)=[C:15]4[NH:19][C:18](=[C:20]([C:33]5[CH:38]=[CH:37][CH:36]=[CH:35][CH:34]=5)[C:21]5[CH:22]=[CH:23][C:24](=[C:26]([C:27]6[CH:32]=[CH:31][CH:30]=[CH:29][CH:28]=6)[C:4]=1[NH:5]2)[N:25]=5)[CH:17]=[CH:16]4)[CH:11]=[CH:10]3)=[O:2].[Si]([C:55]([F:58])([F:57])[F:56])(C)(C)C.CCCC[N+](CCCC)(CCCC)CCCC.[F-].Cl.C([O-])(=O)C.[Na+]. Given the product [F:56][C:55]([F:58])([F:57])[OH:2].[CH:48]1[CH:49]=[CH:50][C:45]([C:8]2[C:6]3[NH:5][C:4]([C:26]([C:27]4[CH:28]=[CH:29][CH:30]=[CH:31][CH:32]=4)=[C:24]4[CH:23]=[CH:22][C:21](=[C:20]([C:33]5[CH:38]=[CH:37][CH:36]=[CH:35][CH:34]=5)[C:18]5[CH:17]=[CH:16][C:15](=[C:14]([C:39]6[CH:40]=[CH:41][CH:42]=[CH:43][CH:44]=6)[C:12]6[CH:11]=[CH:10][C:9]=2[N:13]=6)[N:19]=5)[NH:25]4)=[CH:3][CH:7]=3)=[CH:46][CH:47]=1, predict the reactants needed to synthesize it.